Predict the reaction yield, written as a fraction of the theoretical maximum amount of product (1.0 means a 100% yield; for example, 0.34 means a 34% yield). From a dataset of Reaction yield outcomes from USPTO patents with 853,638 reactions. (1) The reactants are [N:1]1([C:7]([C:9]2[CH:14]=[C:13]([C:15]([F:18])([F:17])[F:16])[CH:12]=[C:11]([N+:19]([O-:21])=[O:20])[CH:10]=2)=O)[CH2:6][CH2:5][O:4][CH2:3][CH2:2]1. The catalyst is C1COCC1. The product is [N+:19]([C:11]1[CH:10]=[C:9]([CH:14]=[C:13]([C:15]([F:18])([F:17])[F:16])[CH:12]=1)[CH2:7][N:1]1[CH2:2][CH2:3][O:4][CH2:5][CH2:6]1)([O-:21])=[O:20]. The yield is 0.380. (2) The reactants are I[C:2]1[C:3]([CH3:12])=[CH:4][C:5]([CH3:11])=[C:6]([CH:10]=1)[C:7]([OH:9])=[O:8].[Li]CCCC.CN([CH:21]=[O:22])C. The catalyst is O1CCCC1. The product is [CH:21]([C:2]1[C:3]([CH3:12])=[CH:4][C:5]([CH3:11])=[C:6]([CH:10]=1)[C:7]([OH:9])=[O:8])=[O:22]. The yield is 0.740.